Predict the reaction yield, written as a fraction of the theoretical maximum amount of product (1.0 means a 100% yield; for example, 0.34 means a 34% yield). From a dataset of Reaction yield outcomes from USPTO patents with 853,638 reactions. (1) The reactants are [CH3:1][C:2]1[N:3]=[CH:4][N:5]([C:7]2[C:12]([N+:13]([O-])=O)=[C:11]([NH2:16])[CH:10]=[CH:9][N:8]=2)[CH:6]=1. The catalyst is CO.[Pd]. The product is [CH3:1][C:2]1[N:3]=[CH:4][N:5]([C:7]2[C:12]([NH2:13])=[C:11]([NH2:16])[CH:10]=[CH:9][N:8]=2)[CH:6]=1. The yield is 0.827. (2) The reactants are N1C=CC=CC=1.[C:7]([C:11]1[CH:16]=[CH:15][C:14]([OH:17])=[CH:13][C:12]=1[F:18])([CH3:10])([CH3:9])[CH3:8].[F:19][C:20]([F:33])([F:32])[S:21](O[S:21]([C:20]([F:33])([F:32])[F:19])(=[O:23])=[O:22])(=[O:23])=[O:22]. The catalyst is C(Cl)Cl. The product is [F:19][C:20]([F:33])([F:32])[S:21]([O:17][C:14]1[CH:15]=[CH:16][C:11]([C:7]([CH3:10])([CH3:8])[CH3:9])=[C:12]([F:18])[CH:13]=1)(=[O:23])=[O:22]. The yield is 0.880. (3) The reactants are [CH3:1][C:2]1[N:3]([CH2:23][C:24]([O:26][CH2:27][CH3:28])=[O:25])[C:4]([CH3:22])=[CH:5][C:6]=1[CH2:7][C:8]1[CH:13]=[CH:12][CH:11]=[CH:10][C:9]=1[S:14]([N:17]1[CH2:21][CH2:20][CH2:19][CH2:18]1)(=[O:16])=[O:15].[Cl-].[Cl-].C([Al+2])C.[C:34](Cl)(=[O:41])[C:35]1[CH:40]=[CH:39][CH:38]=[CH:37][CH:36]=1. The catalyst is C(Cl)Cl.C1(C)C=CC=CC=1. The product is [C:34]([C:5]1[C:6]([CH2:7][C:8]2[CH:13]=[CH:12][CH:11]=[CH:10][C:9]=2[S:14]([N:17]2[CH2:21][CH2:20][CH2:19][CH2:18]2)(=[O:15])=[O:16])=[C:2]([CH3:1])[N:3]([CH2:23][C:24]([O:26][CH2:27][CH3:28])=[O:25])[C:4]=1[CH3:22])(=[O:41])[C:35]1[CH:40]=[CH:39][CH:38]=[CH:37][CH:36]=1. The yield is 0.910. (4) The reactants are [Si]([O:8][CH2:9][CH2:10][C:11]1([S:14]([NH:17][C:18]2[C:19]([NH:29][C:30]3[CH:35]=[CH:34][C:33]([I:36])=[CH:32][C:31]=3[F:37])=[C:20]([F:28])[C:21]3[O:25][N:24]=[C:23]([CH3:26])[C:22]=3[CH:27]=2)(=[O:16])=[O:15])[CH2:13][CH2:12]1)(C(C)(C)C)(C)C.Cl. The catalyst is C1COCC1. The product is [OH:8][CH2:9][CH2:10][C:11]1([S:14]([NH:17][C:18]2[C:19]([NH:29][C:30]3[CH:35]=[CH:34][C:33]([I:36])=[CH:32][C:31]=3[F:37])=[C:20]([F:28])[C:21]3[O:25][N:24]=[C:23]([CH3:26])[C:22]=3[CH:27]=2)(=[O:16])=[O:15])[CH2:12][CH2:13]1. The yield is 0.610. (5) The reactants are S(Cl)(Cl)=O.[Br:5][CH2:6][C@@:7]([OH:12])([CH3:11])[C:8](O)=[O:9].[N+:13]([C:16]1[CH:22]=[CH:21][C:19]([NH2:20])=[CH:18][C:17]=1[C:23]([F:26])([F:25])[F:24])([O-:15])=[O:14]. The catalyst is CC(N(C)C)=O. The product is [N+:13]([C:16]1[CH:22]=[CH:21][C:19]([NH:20][C:8](=[O:9])[C@:7]([OH:12])([CH3:11])[CH2:6][Br:5])=[CH:18][C:17]=1[C:23]([F:24])([F:25])[F:26])([O-:15])=[O:14]. The yield is 0.800.